Predict which catalyst facilitates the given reaction. From a dataset of Catalyst prediction with 721,799 reactions and 888 catalyst types from USPTO. (1) Reactant: C([O-])([O-])=O.[K+].[K+].[C:18]([O:17][C:15](O[C:15]([O:17][C:18]([CH3:21])([CH3:20])[CH3:19])=[O:16])=[O:16])([CH3:21])([CH3:20])[CH3:19].C(O)(=O)C.[CH2:26]([O:28][C:29]([CH:31]1[CH2:36][CH:35]([C:37]([O:39][CH2:40][CH3:41])=[O:38])[CH2:34][NH:33][CH2:32]1)=[O:30])[CH3:27]. Product: [CH2:40]([O:39][C:37]([CH:35]1[CH2:36][CH:31]([C:29]([O:28][CH2:26][CH3:27])=[O:30])[CH2:32][N:33]([C:15]([O:17][C:18]([CH3:19])([CH3:20])[CH3:21])=[O:16])[CH2:34]1)=[O:38])[CH3:41]. The catalyst class is: 20. (2) Reactant: [Br:1][C:2]1[CH:3]=[C:4]([CH:12]=[CH:13][CH:14]=1)[O:5][CH:6]1[CH2:11][CH2:10][NH:9][CH2:8][CH2:7]1.[CH2:15]=O. Product: [Br:1][C:2]1[CH:3]=[C:4]([CH:12]=[CH:13][CH:14]=1)[O:5][CH:6]1[CH2:7][CH2:8][N:9]([CH3:15])[CH2:10][CH2:11]1. The catalyst class is: 106. (3) Reactant: C12BC(CCC1)CCC2.[CH2:10]([N:17]1[CH2:22][CH2:21][N:20]([CH2:23][C:24]2[CH:29]=[CH:28][CH:27]=[CH:26][CH:25]=2)[CH2:19][C@@H:18]1[CH:30]=[CH2:31])[C:11]1[CH:16]=[CH:15][CH:14]=[CH:13][CH:12]=1.C1(P(C2C=CC=CC=2)C2C=CC=CC=2)C=CC=CC=1.I[C:52]1[CH:56]=[CH:55][S:54][CH:53]=1.[OH-].[Na+].Cl. Product: [CH2:10]([N:17]1[CH2:22][CH2:21][N:20]([CH2:23][C:24]2[CH:29]=[CH:28][CH:27]=[CH:26][CH:25]=2)[CH2:19][C@@H:18]1[CH2:30][CH2:31][C:52]1[CH:56]=[CH:55][S:54][CH:53]=1)[C:11]1[CH:12]=[CH:13][CH:14]=[CH:15][CH:16]=1. The catalyst class is: 492. (4) Reactant: Cl.[CH2:2]([O:4][C:5]([C@@H:7]1[C@@H:11]([C:12](=[O:28])[NH:13][C:14]2[CH:19]=[CH:18][C:17]([N:20]3[CH:25]=[CH:24][CH:23]=[CH:22][C:21]3=[O:26])=[CH:16][C:15]=2[F:27])[CH2:10][NH:9][CH2:8]1)=[O:6])[CH3:3].C(N(CC)C(C)C)(C)C.[CH3:38][S:39](Cl)(=[O:41])=[O:40]. Product: [CH2:2]([O:4][C:5]([C@@H:7]1[C@@H:11]([C:12](=[O:28])[NH:13][C:14]2[CH:19]=[CH:18][C:17]([N:20]3[CH:25]=[CH:24][CH:23]=[CH:22][C:21]3=[O:26])=[CH:16][C:15]=2[F:27])[CH2:10][N:9]([S:39]([CH3:38])(=[O:41])=[O:40])[CH2:8]1)=[O:6])[CH3:3]. The catalyst class is: 10. (5) Reactant: [C:1]([C:4]1[CH:5]=[C:6]([CH:9]=[CH:10][CH:11]=1)[CH:7]=O)([OH:3])=[O:2].[NH2:12][C:13]1[C:18]([NH2:19])=[CH:17][C:16]([N+:20]([O-:22])=[O:21])=[CH:15][N:14]=1.C(OCC)(=O)C.C(OCC)C. Product: [N+:20]([C:16]1[CH:17]=[C:18]2[N:19]=[C:7]([C:6]3[CH:5]=[C:4]([CH:11]=[CH:10][CH:9]=3)[C:1]([OH:3])=[O:2])[NH:12][C:13]2=[N:14][CH:15]=1)([O-:22])=[O:21]. The catalyst class is: 641. (6) Reactant: [F:1][C:2]1[CH:9]=[C:8]([OH:10])[C:7]([O:11][CH3:12])=[CH:6][C:3]=1[CH:4]=[O:5].CN(C)C=O.[H-].[Na+].[NH:20]1[C:24]2[CH:25]=[CH:26][CH:27]=[CH:28][C:23]=2[N:22]=[C:21]1[CH2:29]OC1C(Cl)=CC(C=O)=C(F)C=1. Product: [NH:20]1[C:24]2[CH:25]=[CH:26][CH:27]=[CH:28][C:23]=2[N:22]=[C:21]1[CH2:29][O:10][C:8]1[C:7]([O:11][CH3:12])=[CH:6][C:3]([CH:4]=[O:5])=[C:2]([F:1])[CH:9]=1. The catalyst class is: 6. (7) Reactant: [CH:10]1(N=C=N[CH:10]2[CH2:15][CH2:14][CH2:13][CH2:12][CH2:11]2)[CH2:15][CH2:14][CH2:13][CH2:12][CH2:11]1.C1([C@@H](O)COC[C:26]2[CH:31]=[CH:30][C:29](/[CH:32]=[CH:33]/[C:34]3[CH:39]=[CH:38][C:37](OCCCCCC)=[CH:36][CH:35]=3)=[CH:28][CH:27]=2)C=CC=CC=1.[C:48]([O:52][CH2:53][CH2:54][CH2:55][CH2:56][CH2:57][CH2:58][O:59][C:60]1[CH:68]=[CH:67][C:63]([C:64]([OH:66])=[O:65])=[CH:62][CH:61]=1)(=[O:51])[CH:49]=[CH2:50]. Product: [C:34]1([C:33]2([CH2:53][O:52][CH2:48][CH2:49][O:65][C:64](=[O:66])[C:63]3[CH:62]=[CH:61][C:60]([O:59][CH2:58][CH2:57][CH2:56][CH2:55][CH2:54][CH2:53][O:52][C:48](=[O:51])[CH:49]=[CH2:50])=[CH:68][CH:67]=3)[CH:32]=[CH:29][CH:30]=[CH:31][CH:26]2[CH:27]=[CH:28][C:10]2[CH:11]=[CH:12][C:13]([O:59][CH2:60][CH2:61][CH2:62][CH2:63][CH2:67][CH3:68])=[CH:14][CH:15]=2)[CH:35]=[CH:36][CH:37]=[CH:38][CH:39]=1. The catalyst class is: 4. (8) Reactant: [N+:1]([C:4]1[CH:5]=[CH:6][C:7]2[NH:12][C:11](=[O:13])[CH2:10][S:9][C:8]=2[CH:14]=1)([O-:3])=[O:2].C(=O)([O-])[O-].[K+].[K+].Cl.Cl[CH2:23][CH2:24][N:25]([CH3:27])[CH3:26]. Product: [CH3:26][N:25]([CH3:27])[CH2:24][CH2:23][N:12]1[C:11](=[O:13])[CH2:10][S:9][C:8]2[CH:14]=[C:4]([N+:1]([O-:3])=[O:2])[CH:5]=[CH:6][C:7]1=2. The catalyst class is: 18.